Predict which catalyst facilitates the given reaction. From a dataset of Catalyst prediction with 721,799 reactions and 888 catalyst types from USPTO. Reactant: [CH3:1][Si:2]([C:5]#[CH:6])([CH3:4])[CH3:3].C([Li])CCC.[O:12]1[CH2:17][CH2:16][C:15](=[O:18])[CH2:14][CH2:13]1. Product: [CH3:1][Si:2]([C:5]#[C:6][C:15]1([OH:18])[CH2:16][CH2:17][O:12][CH2:13][CH2:14]1)([CH3:4])[CH3:3]. The catalyst class is: 1.